Dataset: Reaction yield outcomes from USPTO patents with 853,638 reactions. Task: Predict the reaction yield, written as a fraction of the theoretical maximum amount of product (1.0 means a 100% yield; for example, 0.34 means a 34% yield). (1) The reactants are [NH2:1][C:2]1[CH:9]=[CH:8][C:5]([CH2:6][NH2:7])=[CH:4][CH:3]=1.[C:10]([O:14][C:15](O[C:15]([O:14][C:10]([CH3:13])([CH3:12])[CH3:11])=[O:16])=[O:16])([CH3:13])([CH3:12])[CH3:11]. The catalyst is O1CCCC1. The product is [C:10]([O:14][C:15](=[O:16])[NH:7][CH2:6][C:5]1[CH:8]=[CH:9][C:2]([NH2:1])=[CH:3][CH:4]=1)([CH3:13])([CH3:12])[CH3:11]. The yield is 0.960. (2) The reactants are O=[C:2]1[N:7]=[CH:6][NH:5][C:4]2[CH:8]=[C:9]([C:12]#[N:13])[CH:10]=[N:11][C:3]1=2.C(N(CC)C(C)C)(C)C.P(Cl)(Cl)([Cl:25])=O. The catalyst is C1(C)C=CC=CC=1. The product is [Cl:25][C:2]1[C:3]2[N:11]=[CH:10][C:9]([C:12]#[N:13])=[CH:8][C:4]=2[N:5]=[CH:6][N:7]=1. The yield is 0.670. (3) The reactants are [C:1]([O:5][C:6]([NH:8][C@H:9]([C:23]([O-:25])=[O:24])[CH2:10][C@H:11]([CH2:15][C:16]1[CH:21]=[CH:20][C:19]([OH:22])=[CH:18][CH:17]=1)[C:12]([O-:14])=[O:13])=[O:7])([CH3:4])([CH3:3])[CH3:2].CC1C=CC(S(O[CH2:37][C@H:38]2[C@H:42]([CH2:43][O:44][S:45]([C:48]3[CH:53]=[CH:52][C:51]([CH3:54])=[CH:50][CH:49]=3)(=[O:47])=[O:46])[O:41][C:40]([CH3:56])([CH3:55])[O:39]2)(=O)=O)=CC=1.C(=O)([O-])[O-].[K+].[K+].O. The catalyst is CN(C=O)C. The product is [C:1]([O:5][C:6]([NH:8][C@H:9]([C:23]([O:25][C:11]([CH3:15])([CH3:12])[CH3:10])=[O:24])[CH2:10][C@H:11]([CH2:15][C:16]1[CH:17]=[CH:18][C:19]([O:22][CH2:37][C@H:38]2[C@H:42]([CH2:43][O:44][S:45]([C:48]3[CH:53]=[CH:52][C:51]([CH3:54])=[CH:50][CH:49]=3)(=[O:47])=[O:46])[O:41][C:40]([CH3:56])([CH3:55])[O:39]2)=[CH:20][CH:21]=1)[C:12]([O:14][C:1]([CH3:4])([CH3:3])[CH3:2])=[O:13])=[O:7])([CH3:4])([CH3:2])[CH3:3]. The yield is 0.330. (4) No catalyst specified. The reactants are NCC1C=C(NC(=O)N(CCC2C=CC(C(NC3C=C4C(=CC=3)C(N(C(OC(C)(C)C)=O)C(OC(C)(C)C)=O)=NC=C4)C(O)=O)=CC=2)C)C=CC=1S(CC)(=O)=O.[C:57]([O:61][C:62]([N:64]([C:106]([O:108][C:109]([CH3:112])([CH3:111])[CH3:110])=[O:107])[C:65]1[C:74]2[C:69](=[CH:70][C:71]([NH:75][CH:76]([C:80]3[CH:85]=[CH:84][C:83]([CH2:86][CH2:87][O:88][C:89](=[O:104])[NH:90][C:91]4[CH:96]=[CH:95][C:94]([S:97]([CH2:100][CH3:101])(=[O:99])=[O:98])=[C:93]([C:102]#[N:103])[CH:92]=4)=[C:82]([CH3:105])[CH:81]=3)[C:77]([OH:79])=[O:78])=[CH:72][CH:73]=2)[CH:68]=[CH:67][N:66]=1)=[O:63])([CH3:60])([CH3:59])[CH3:58]. The yield is 0.950. The product is [NH2:103][CH2:102][C:93]1[CH:92]=[C:91]([NH:90][C:89]([O:88][CH2:87][CH2:86][C:83]2[CH:84]=[CH:85][C:80]([CH:76]([NH:75][C:71]3[CH:70]=[C:69]4[C:74](=[CH:73][CH:72]=3)[C:65]([N:64]([C:106]([O:108][C:109]([CH3:112])([CH3:111])[CH3:110])=[O:107])[C:62]([O:61][C:57]([CH3:60])([CH3:58])[CH3:59])=[O:63])=[N:66][CH:67]=[CH:68]4)[C:77]([OH:79])=[O:78])=[CH:81][C:82]=2[CH3:105])=[O:104])[CH:96]=[CH:95][C:94]=1[S:97]([CH2:100][CH3:101])(=[O:99])=[O:98].